Dataset: Forward reaction prediction with 1.9M reactions from USPTO patents (1976-2016). Task: Predict the product of the given reaction. (1) The product is: [NH2:1][C:2]1[CH:3]=[CH:4][C:5]([C:6]([O:8][CH2:9][CH3:10])=[O:7])=[CH:11][C:12]=1[Cl:13]. Given the reactants [NH2:1][C:2]1[CH:12]=[CH:11][C:5]([C:6]([O:8][CH2:9][CH3:10])=[O:7])=[CH:4][CH:3]=1.[Cl:13]N1C(=O)CCC1=O, predict the reaction product. (2) The product is: [Cl:35][C:23]1[CH:24]=[CH:25][C:26]([C:28]2[C:33]([F:34])=[CH:32][CH:31]=[CH:30][N:29]=2)=[CH:27][C:22]=1[C:21]([NH:20][C:19]1[N:15]([C:11]2[CH:12]=[CH:13][CH:14]=[C:9]([OH:8])[CH:10]=2)[N:16]=[C:17]([C:37]([NH2:42])=[O:38])[CH:18]=1)=[O:36]. Given the reactants C([O:8][C:9]1[CH:10]=[C:11]([N:15]2[C:19]([NH:20][C:21](=[O:36])[C:22]3[CH:27]=[C:26]([C:28]4[C:33]([F:34])=[CH:32][CH:31]=[CH:30][N:29]=4)[CH:25]=[CH:24][C:23]=3[Cl:35])=[CH:18][C:17]([C:37](OCC)=[O:38])=[N:16]2)[CH:12]=[CH:13][CH:14]=1)C1C=CC=CC=1.[NH3:42].B(Cl)(Cl)Cl, predict the reaction product. (3) The product is: [Br:1][C:2]1[CH:7]=[C:6]([CH2:8][O:9][Si:25]([C:22]([CH3:24])([CH3:23])[CH3:21])([CH3:27])[CH3:26])[C:5]([F:10])=[CH:4][N:3]=1. Given the reactants [Br:1][C:2]1[CH:7]=[C:6]([CH2:8][OH:9])[C:5]([F:10])=[CH:4][N:3]=1.CN(C)C=O.N1C=CN=C1.[CH3:21][C:22]([Si:25](Cl)([CH3:27])[CH3:26])([CH3:24])[CH3:23], predict the reaction product.